Task: Predict the reactants needed to synthesize the given product.. Dataset: Full USPTO retrosynthesis dataset with 1.9M reactions from patents (1976-2016) (1) Given the product [CH3:1][N:2]1[C:3]2[CH:4]=[CH:5][C:6]3[CH:7]=[CH:8][CH:9]=[N:10][C:11]=3[C:12]=2[N:13]=[C:16]1[CH2:15][OH:14], predict the reactants needed to synthesize it. The reactants are: [CH3:1][NH:2][C:3]1[C:12]([NH2:13])=[C:11]2[C:6]([CH:7]=[CH:8][CH:9]=[N:10]2)=[CH:5][CH:4]=1.[OH:14][CH2:15][C:16](O)=O.C(=O)(O)[O-].[Na+]. (2) Given the product [C:1](=[O:2])([OH:4])[O-:3].[Na+:5].[C:1](=[O:2])([OH:4])[OH:3].[Na+:5].[C:1](=[O:2])([O-:4])[O-:3].[C:1](=[O:2])([OH:4])[OH:3].[Na+:5].[OH2:2].[C:1](=[O:2])([O-:4])[O-:3].[Na+:5].[Na+:5].[C:1](=[O:2])([O-:4])[O-:3].[Na+:5].[Na+:5], predict the reactants needed to synthesize it. The reactants are: [C:1](=[O:4])([OH:3])[O-:2].[Na+:5]. (3) Given the product [N+:1]([C:4]1[CH:5]=[N:6][CH:7]=[CH:8][C:9]=1[N:10]1[CH2:15][CH2:14][N:13]([C:25](=[O:26])[CH2:24][NH:23][C:16](=[O:17])[O:18][C:19]([CH3:20])([CH3:21])[CH3:22])[CH2:12][CH2:11]1)([O-:3])=[O:2], predict the reactants needed to synthesize it. The reactants are: [N+:1]([C:4]1[CH:5]=[N:6][CH:7]=[CH:8][C:9]=1[N:10]1[CH2:15][CH2:14][NH:13][CH2:12][CH2:11]1)([O-:3])=[O:2].[C:16]([NH:23][CH2:24][C:25](O)=[O:26])([O:18][C:19]([CH3:22])([CH3:21])[CH3:20])=[O:17]. (4) Given the product [CH2:1]([S:3][C:4]1[C:13]([C:14]([NH:16][CH2:17][C:18]2[CH:23]=[CH:22][CH:21]=[CH:20][C:19]=2[OH:24])=[O:15])=[C:12]([CH3:26])[C:11]2[C:6](=[CH:7][C:8]([C:27]([F:30])([F:28])[F:29])=[CH:9][CH:10]=2)[N:5]=1)[CH3:2], predict the reactants needed to synthesize it. The reactants are: [CH2:1]([S:3][C:4]1[C:13]([C:14]([NH:16][CH2:17][C:18]2[CH:23]=[CH:22][CH:21]=[CH:20][C:19]=2[O:24]C)=[O:15])=[C:12]([CH3:26])[C:11]2[C:6](=[CH:7][C:8]([C:27]([F:30])([F:29])[F:28])=[CH:9][CH:10]=2)[N:5]=1)[CH3:2].B(Br)(Br)Br.CCCCCC. (5) Given the product [CH:45]1([C:43]([NH:42][C:40]2[N:41]=[C:36]3[CH:35]=[CH:34][C:33]([O:32][C:31]4[CH:48]=[C:27]([NH:26][C:7](=[O:9])[C:6]5[CH:10]=[CH:11][CH:12]=[C:4]([O:3][C:2]([F:1])([F:14])[F:13])[CH:5]=5)[CH:28]=[CH:29][C:30]=4[O:49][CH3:50])=[N:38][N:37]3[CH:39]=2)=[O:44])[CH2:46][CH2:47]1, predict the reactants needed to synthesize it. The reactants are: [F:1][C:2]([F:14])([F:13])[O:3][C:4]1[CH:5]=[C:6]([CH:10]=[CH:11][CH:12]=1)[C:7]([OH:9])=O.C(Cl)(=O)C(Cl)=O.O1CCCC1.[NH2:26][C:27]1[CH:28]=[CH:29][C:30]([O:49][CH3:50])=[C:31]([CH:48]=1)[O:32][C:33]1[CH:34]=[CH:35][C:36]2[N:37]([CH:39]=[C:40]([NH:42][C:43]([CH:45]3[CH2:47][CH2:46]3)=[O:44])[N:41]=2)[N:38]=1.